Dataset: Reaction yield outcomes from USPTO patents with 853,638 reactions. Task: Predict the reaction yield, written as a fraction of the theoretical maximum amount of product (1.0 means a 100% yield; for example, 0.34 means a 34% yield). (1) The reactants are [C:1]([C:3]1[C:4](I)=[C:5]([C:14]([OH:16])=[O:15])[S:6][C:7]=1[N:8]1[CH2:13][CH2:12][O:11][CH2:10][CH2:9]1)#[N:2].O1CCCC1.C1([Li])C=CC=CC=1.[Cl:30][C:31]1[CH:36]=[CH:35][C:34](/[CH:37]=[N:38]/[S:39]([C:41]([CH3:44])([CH3:43])[CH3:42])=[O:40])=[CH:33][CH:32]=1.CO.C(O)(=O)C. No catalyst specified. The product is [C:41]([S:39]([NH:38][CH:37]([C:34]1[CH:33]=[CH:32][C:31]([Cl:30])=[CH:36][CH:35]=1)[C:4]1[C:3]([C:1]#[N:2])=[C:7]([N:8]2[CH2:13][CH2:12][O:11][CH2:10][CH2:9]2)[S:6][C:5]=1[C:14]([OH:16])=[O:15])=[O:40])([CH3:44])([CH3:42])[CH3:43]. The yield is 0.622. (2) The catalyst is CCO.O.[N+]([O-])([O-])=O.[Ag+]. The yield is 0.770. The reactants are [CH3:1][C:2]1[CH:7]=[CH:6][N:5]=[C:4]([C:8]2[CH:13]=[C:12]([CH:14]=[O:15])[CH:11]=[CH:10][N:9]=2)[CH:3]=1.[OH-:16].[Na+]. The product is [CH3:1][C:2]1[CH:7]=[CH:6][N:5]=[C:4]([C:8]2[CH:13]=[C:12]([C:14]([OH:16])=[O:15])[CH:11]=[CH:10][N:9]=2)[CH:3]=1. (3) The reactants are [F:1][C:2]1[C:7]([CH3:8])=[CH:6][C:5]([NH:9]C(=O)C)=[C:4]([N+:13]([O-:15])=[O:14])[CH:3]=1.[OH-].[K+].CO. The catalyst is O. The product is [F:1][C:2]1[C:7]([CH3:8])=[CH:6][C:5]([NH2:9])=[C:4]([N+:13]([O-:15])=[O:14])[CH:3]=1. The yield is 0.980. (4) The reactants are C(OC1C(=O)N=C(CC2(C3C=CC=CC=3)CCCC2)N2CCN(C3CC3)C(=O)C=12)C1C=CC=CC=1.[CH:36]1([N:41]([CH2:71][CH2:72]O)[C:42]([C:44]2[C:49]([O:50][CH2:51][C:52]3[CH:57]=[CH:56][CH:55]=[CH:54][CH:53]=3)=[C:48]([OH:58])[N:47]=[C:46]([CH2:59][C:60]3([C:65]4[CH:70]=[CH:69][CH:68]=[CH:67][CH:66]=4)[CH2:64][CH2:63][CH2:62][CH2:61]3)[N:45]=2)=[O:43])[CH2:40][CH2:39][CH2:38][CH2:37]1. No catalyst specified. The product is [CH2:51]([O:50][C:49]1[C:48](=[O:58])[N:47]=[C:46]([CH2:59][C:60]2([C:65]3[CH:70]=[CH:69][CH:68]=[CH:67][CH:66]=3)[CH2:64][CH2:63][CH2:62][CH2:61]2)[N:45]2[CH2:72][CH2:71][N:41]([CH:36]3[CH2:40][CH2:39][CH2:38][CH2:37]3)[C:42](=[O:43])[C:44]=12)[C:52]1[CH:53]=[CH:54][CH:55]=[CH:56][CH:57]=1. The yield is 0.473. (5) The reactants are Cl[C:2]1[CH:7]=[C:6]([O:8][C:9]2[CH:10]=[CH:11][C:12]([NH:15][C:16]([N:18]3[CH2:22][CH2:21][N:20]([CH:23]4[CH2:28][CH2:27][O:26][CH2:25][CH2:24]4)[C:19]3=[O:29])=[O:17])=[N:13][CH:14]=2)[CH:5]=[CH:4][N:3]=1.C([O-])([O-])=O.[K+].[K+].[CH3:36][C:37]1[CH:42]=[CH:41][C:40](B2OC(C)(C)C(C)(C)O2)=[CH:39][N:38]=1. The catalyst is O1CCOCC1.O.C1C=CC([P]([Pd]([P](C2C=CC=CC=2)(C2C=CC=CC=2)C2C=CC=CC=2)([P](C2C=CC=CC=2)(C2C=CC=CC=2)C2C=CC=CC=2)[P](C2C=CC=CC=2)(C2C=CC=CC=2)C2C=CC=CC=2)(C2C=CC=CC=2)C2C=CC=CC=2)=CC=1. The product is [CH3:36][C:37]1[N:38]=[CH:39][C:40]([C:2]2[CH:7]=[C:6]([O:8][C:9]3[CH:10]=[CH:11][C:12]([NH:15][C:16]([N:18]4[CH2:22][CH2:21][N:20]([CH:23]5[CH2:28][CH2:27][O:26][CH2:25][CH2:24]5)[C:19]4=[O:29])=[O:17])=[N:13][CH:14]=3)[CH:5]=[CH:4][N:3]=2)=[CH:41][CH:42]=1. The yield is 0.520. (6) The reactants are [CH3:1][N:2]([CH3:7])[CH2:3][C:4](O)=[O:5].[NH2:8][C@@H:9]([CH3:38])[CH2:10][O:11][C:12]1[CH:21]=[CH:20][CH:19]=[C:18]2[C:13]=1[C:14]([NH:22][C:23]1[CH:28]=[CH:27][C:26]([O:29][CH2:30][C:31]3[CH:36]=[CH:35][CH:34]=[CH:33][N:32]=3)=[C:25]([Cl:37])[CH:24]=1)=[N:15][CH:16]=[N:17]2. No catalyst specified. The product is [Cl:37][C:25]1[CH:24]=[C:23]([NH:22][C:14]2[C:13]3[C:18](=[CH:19][CH:20]=[CH:21][C:12]=3[O:11][CH2:10][C@@H:9]([NH:8][C:4](=[O:5])[CH2:3][N:2]([CH3:7])[CH3:1])[CH3:38])[N:17]=[CH:16][N:15]=2)[CH:28]=[CH:27][C:26]=1[O:29][CH2:30][C:31]1[CH:36]=[CH:35][CH:34]=[CH:33][N:32]=1. The yield is 0.420. (7) The reactants are [CH3:1][O:2][C:3](=[O:15])[C:4]1[C:5](=[C:10](I)[CH:11]=[CH:12][CH:13]=1)[C:6]([O:8][CH3:9])=[O:7].[O:16]([C:23]1[CH:29]=[CH:28][CH:27]=[CH:26][C:24]=1[NH2:25])[C:17]1[CH:22]=[CH:21][CH:20]=[CH:19][CH:18]=1.C1C=CC(P(C2C(C3C(P(C4C=CC=CC=4)C4C=CC=CC=4)=CC=C4C=3C=CC=C4)=C3C(C=CC=C3)=CC=2)C2C=CC=CC=2)=CC=1.C(=O)([O-])[O-].[Cs+].[Cs+]. The catalyst is C1(C)C=CC=CC=1.C(Cl)Cl.C1C=CC(/C=C/C(/C=C/C2C=CC=CC=2)=O)=CC=1.C1C=CC(/C=C/C(/C=C/C2C=CC=CC=2)=O)=CC=1.C1C=CC(/C=C/C(/C=C/C2C=CC=CC=2)=O)=CC=1.[Pd].[Pd]. The product is [CH3:1][O:2][C:3](=[O:15])[C:4]1[C:5](=[C:10]([NH:25][C:24]2[CH:26]=[CH:27][CH:28]=[CH:29][C:23]=2[O:16][C:17]2[CH:18]=[CH:19][CH:20]=[CH:21][CH:22]=2)[CH:11]=[CH:12][CH:13]=1)[C:6]([O:8][CH3:9])=[O:7]. The yield is 0.730.